From a dataset of Forward reaction prediction with 1.9M reactions from USPTO patents (1976-2016). Predict the product of the given reaction. Given the reactants Br[C:2]1[CH:9]=[CH:8][C:5]([C:6]#[N:7])=[CH:4][C:3]=1[CH2:10][CH3:11].[C:12]1(B(O)O)[CH:17]=[CH:16][CH:15]=[CH:14][CH:13]=1.C([O-])([O-])=O.[K+].[K+].[NH4+].[Cl-], predict the reaction product. The product is: [CH2:10]([C:3]1[CH:4]=[C:5]([C:6]#[N:7])[CH:8]=[CH:9][C:2]=1[C:12]1[CH:17]=[CH:16][CH:15]=[CH:14][CH:13]=1)[CH3:11].